Dataset: Peptide-MHC class I binding affinity with 185,985 pairs from IEDB/IMGT. Task: Regression. Given a peptide amino acid sequence and an MHC pseudo amino acid sequence, predict their binding affinity value. This is MHC class I binding data. (1) The peptide sequence is APGWLIWTY. The MHC is HLA-A11:01 with pseudo-sequence HLA-A11:01. The binding affinity (normalized) is 0. (2) The peptide sequence is SLIKYKKTLL. The MHC is HLA-A02:02 with pseudo-sequence HLA-A02:02. The binding affinity (normalized) is 0.373. (3) The peptide sequence is PLRPMTYK. The MHC is HLA-A23:01 with pseudo-sequence HLA-A23:01. The binding affinity (normalized) is 0. (4) The peptide sequence is MGVPYCNY. The MHC is H-2-Kb with pseudo-sequence H-2-Kb. The binding affinity (normalized) is 0.107. (5) The peptide sequence is CLVSGLSSL. The MHC is HLA-B18:01 with pseudo-sequence HLA-B18:01. The binding affinity (normalized) is 0.0847. (6) The peptide sequence is LLWKGEGAVV. The MHC is HLA-A02:01 with pseudo-sequence HLA-A02:01. The binding affinity (normalized) is 0.565. (7) The peptide sequence is VTFGARASF. The MHC is HLA-A69:01 with pseudo-sequence HLA-A69:01. The binding affinity (normalized) is 0.0847. (8) The peptide sequence is YVQMALMKL. The MHC is HLA-A68:02 with pseudo-sequence HLA-A68:02. The binding affinity (normalized) is 0.441. (9) The peptide sequence is GLAEKPNDY. The MHC is HLA-B35:01 with pseudo-sequence HLA-B35:01. The binding affinity (normalized) is 0.0847. (10) The peptide sequence is IIRTENRPL. The MHC is HLA-A69:01 with pseudo-sequence HLA-A69:01. The binding affinity (normalized) is 0.0847.